The task is: Regression. Given two drug SMILES strings and cell line genomic features, predict the synergy score measuring deviation from expected non-interaction effect.. This data is from NCI-60 drug combinations with 297,098 pairs across 59 cell lines. (1) Drug 1: CN1C2=C(C=C(C=C2)N(CCCl)CCCl)N=C1CCCC(=O)O.Cl. Drug 2: C1C(C(OC1N2C=NC3=C2NC=NCC3O)CO)O. Cell line: SR. Synergy scores: CSS=12.1, Synergy_ZIP=-4.02, Synergy_Bliss=-0.0220, Synergy_Loewe=1.90, Synergy_HSA=-1.27. (2) Drug 1: CC1=C(C(=CC=C1)Cl)NC(=O)C2=CN=C(S2)NC3=CC(=NC(=N3)C)N4CCN(CC4)CCO. Drug 2: CC1C(C(CC(O1)OC2CC(CC3=C2C(=C4C(=C3O)C(=O)C5=CC=CC=C5C4=O)O)(C(=O)C)O)N)O. Cell line: HCC-2998. Synergy scores: CSS=61.2, Synergy_ZIP=0.927, Synergy_Bliss=2.02, Synergy_Loewe=-0.767, Synergy_HSA=2.62. (3) Drug 1: C1CN(CCN1C(=O)CCBr)C(=O)CCBr. Drug 2: C1C(C(OC1N2C=NC(=NC2=O)N)CO)O. Cell line: OVCAR3. Synergy scores: CSS=-2.74, Synergy_ZIP=-7.89, Synergy_Bliss=-12.3, Synergy_Loewe=-18.5, Synergy_HSA=-12.9. (4) Drug 1: CC1=C(C(CCC1)(C)C)C=CC(=CC=CC(=CC(=O)O)C)C. Drug 2: CC1=C(C(=CC=C1)Cl)NC(=O)C2=CN=C(S2)NC3=CC(=NC(=N3)C)N4CCN(CC4)CCO. Cell line: HL-60(TB). Synergy scores: CSS=19.5, Synergy_ZIP=-4.33, Synergy_Bliss=3.93, Synergy_Loewe=1.87, Synergy_HSA=3.86. (5) Drug 1: CN1C2=C(C=C(C=C2)N(CCCl)CCCl)N=C1CCCC(=O)O.Cl. Drug 2: N.N.Cl[Pt+2]Cl. Cell line: HCT116. Synergy scores: CSS=23.7, Synergy_ZIP=1.61, Synergy_Bliss=1.56, Synergy_Loewe=-30.2, Synergy_HSA=-2.68. (6) Drug 1: CC1=C(C=C(C=C1)NC2=NC=CC(=N2)N(C)C3=CC4=NN(C(=C4C=C3)C)C)S(=O)(=O)N.Cl. Drug 2: CCN(CC)CCNC(=O)C1=C(NC(=C1C)C=C2C3=C(C=CC(=C3)F)NC2=O)C. Cell line: NCI-H460. Synergy scores: CSS=-10.9, Synergy_ZIP=3.13, Synergy_Bliss=-3.32, Synergy_Loewe=-6.51, Synergy_HSA=-6.74. (7) Drug 1: CC(C1=C(C=CC(=C1Cl)F)Cl)OC2=C(N=CC(=C2)C3=CN(N=C3)C4CCNCC4)N. Drug 2: CNC(=O)C1=NC=CC(=C1)OC2=CC=C(C=C2)NC(=O)NC3=CC(=C(C=C3)Cl)C(F)(F)F. Cell line: BT-549. Synergy scores: CSS=5.23, Synergy_ZIP=-2.86, Synergy_Bliss=-2.97, Synergy_Loewe=-8.45, Synergy_HSA=-7.85. (8) Drug 1: CN1C2=C(C=C(C=C2)N(CCCl)CCCl)N=C1CCCC(=O)O.Cl. Drug 2: CC1=C(C(=O)C2=C(C1=O)N3CC4C(C3(C2COC(=O)N)OC)N4)N. Cell line: DU-145. Synergy scores: CSS=58.0, Synergy_ZIP=-3.18, Synergy_Bliss=-4.50, Synergy_Loewe=-54.7, Synergy_HSA=-4.03.